This data is from Catalyst prediction with 721,799 reactions and 888 catalyst types from USPTO. The task is: Predict which catalyst facilitates the given reaction. Reactant: Br[C:2]1[CH:11]=[CH:10][CH:9]=[C:8]2[C:3]=1[CH2:4][CH2:5][N:6]([CH2:12][C:13]([F:16])([F:15])[CH3:14])[CH2:7]2.[CH3:17][C:18]1[CH:24]=[CH:23][C:21]([NH2:22])=[CH:20][C:19]=1[C:25]1[CH:30]=[CH:29][C:28]([CH3:31])=[CH:27][N:26]=1.CC1(C)C2C(=C(P(C3C=CC=CC=3)C3C=CC=CC=3)C=CC=2)OC2C(P(C3C=CC=CC=3)C3C=CC=CC=3)=CC=CC1=2.P([O-])([O-])([O-])=O.[K+].[K+].[K+]. Product: [F:15][C:13]([F:16])([CH3:14])[CH2:12][N:6]1[CH2:5][CH2:4][C:3]2[C:2]([NH:22][C:21]3[CH:23]=[CH:24][C:18]([CH3:17])=[C:19]([C:25]4[CH:30]=[CH:29][C:28]([CH3:31])=[CH:27][N:26]=4)[CH:20]=3)=[CH:11][CH:10]=[CH:9][C:8]=2[CH2:7]1. The catalyst class is: 102.